Dataset: Full USPTO retrosynthesis dataset with 1.9M reactions from patents (1976-2016). Task: Predict the reactants needed to synthesize the given product. (1) Given the product [Cl:28][C:29]1[CH:34]=[CH:33][C:32]([C:35]2[N:36]=[C:37]3[CH:42]=[CH:41][C:40]([C:43]([NH:61][CH2:60][C:54]4[CH:55]=[CH:56][C:57]([O:58][CH3:59])=[C:52]([O:51][CH3:50])[CH:53]=4)=[O:45])=[CH:39][N:38]3[C:46]=2[CH2:47][OH:48])=[CH:31][CH:30]=1, predict the reactants needed to synthesize it. The reactants are: C(N(C(C)C)CC)(C)C.CCCP1(OP(CCC)(=O)OP(CCC)(=O)O1)=O.[Cl:28][C:29]1[CH:34]=[CH:33][C:32]([C:35]2[N:36]=[C:37]3[CH:42]=[CH:41][C:40]([C:43]([O-:45])=O)=[CH:39][N:38]3[C:46]=2[CH2:47][OH:48])=[CH:31][CH:30]=1.[Na+].[CH3:50][O:51][C:52]1[CH:53]=[C:54]([CH2:60][NH2:61])[CH:55]=[CH:56][C:57]=1[O:58][CH3:59]. (2) Given the product [N:17]1([C:7]([C:6]2[CH:10]=[C:11]([C:13]([F:16])([F:15])[F:14])[CH:12]=[C:4]([N+:1]([O-:3])=[O:2])[CH:5]=2)=[O:9])[CH2:22][CH2:21][CH2:20][CH2:19][CH2:18]1, predict the reactants needed to synthesize it. The reactants are: [N+:1]([C:4]1[CH:5]=[C:6]([CH:10]=[C:11]([C:13]([F:16])([F:15])[F:14])[CH:12]=1)[C:7]([OH:9])=O)([O-:3])=[O:2].[NH:17]1[CH2:22][CH2:21][CH2:20][CH2:19][CH2:18]1. (3) Given the product [CH3:15][N:16]([CH3:17])[C:11]([C:9]1[CH:8]=[CH:7][C:5]2[NH:6][C:2](=[S:1])[O:3][C:4]=2[CH:10]=1)=[O:13], predict the reactants needed to synthesize it. The reactants are: [S:1]=[C:2]1[NH:6][C:5]2[CH:7]=[CH:8][C:9]([C:11]([OH:13])=O)=[CH:10][C:4]=2[O:3]1.Cl.[CH3:15][NH:16][CH3:17].F[P-](F)(F)(F)(F)F.N1(OC(N(C)C)=[N+](C)C)C2N=CC=CC=2N=N1.C(N(C(C)C)CC)(C)C. (4) Given the product [Br:1][C:2]1[CH:3]=[N:4][C:5]2[N:6]([N:8]=[C:9]([C:11]([N:26]3[CH2:25][CH2:24][N:23]4[C:19]([C:16]5[CH:17]=[CH:18][O:14][CH:15]=5)=[CH:20][CH:21]=[C:22]4[CH2:27]3)=[O:13])[CH:10]=2)[CH:7]=1, predict the reactants needed to synthesize it. The reactants are: [Br:1][C:2]1[CH:3]=[N:4][C:5]2[N:6]([N:8]=[C:9]([C:11]([OH:13])=O)[CH:10]=2)[CH:7]=1.[O:14]1[CH:18]=[CH:17][C:16]([C:19]2[N:23]3[CH2:24][CH2:25][NH:26][CH2:27][C:22]3=[CH:21][CH:20]=2)=[CH:15]1.